This data is from Full USPTO retrosynthesis dataset with 1.9M reactions from patents (1976-2016). The task is: Predict the reactants needed to synthesize the given product. (1) Given the product [Cl:1][C:2]1[CH:3]=[CH:4][N:5]=[C:6]([N:10]2[CH:19]=[CH:18][C:17]3[C:12](=[C:13]([F:23])[CH:14]=[C:15]([CH:20]4[CH2:22][CH2:21]4)[CH:16]=3)[C:11]2=[O:24])[C:7]=1[CH2:8][OH:9], predict the reactants needed to synthesize it. The reactants are: [Cl:1][C:2]1[C:7]([CH:8]=[O:9])=[C:6]([N:10]2[CH:19]=[CH:18][C:17]3[C:12](=[C:13]([F:23])[CH:14]=[C:15]([CH:20]4[CH2:22][CH2:21]4)[CH:16]=3)[C:11]2=[O:24])[N:5]=[CH:4][CH:3]=1.[BH4-].[Na+].[Cl-].[NH4+]. (2) Given the product [F:14][C:13]1([F:15])[CH2:12][O:11][C:10]([NH2:16])=[N:9][C@@:8]1([C:6]1[CH:7]=[C:2]2[C:3]([CH:38]=[C:37]([CH2:36][C:33]3[CH:32]=[CH:31][C:30]([O:29][CH3:28])=[CH:35][CH:34]=3)[NH:1]2)=[CH:4][C:5]=1[F:18])[CH3:17], predict the reactants needed to synthesize it. The reactants are: [NH2:1][C:2]1[C:3](I)=[CH:4][C:5]([F:18])=[C:6]([C@:8]2([CH3:17])[C:13]([F:15])([F:14])[CH2:12][O:11][C:10]([NH2:16])=[N:9]2)[CH:7]=1.CN(C)C(N(C)C)=N.[CH3:28][O:29][C:30]1[CH:35]=[CH:34][C:33]([CH2:36][C:37]#[CH:38])=[CH:32][CH:31]=1. (3) Given the product [CH2:5]([NH:4][C:10]1[N:15]=[C:14]([CH2:16][O:17]/[N:18]=[C:19](\[C:26]2[N:30]([CH3:31])[N:29]=[N:28][N:27]=2)/[C:20]2[CH:25]=[CH:24][CH:23]=[CH:22][CH:21]=2)[CH:13]=[CH:12][CH:11]=1)[CH2:6][CH2:7][CH2:8][CH3:9], predict the reactants needed to synthesize it. The reactants are: Cl.C([N:4]([C:10]1[N:15]=[C:14]([CH2:16][O:17]/[N:18]=[C:19](\[C:26]2[N:30]([CH3:31])[N:29]=[N:28][N:27]=2)/[C:20]2[CH:25]=[CH:24][CH:23]=[CH:22][CH:21]=2)[CH:13]=[CH:12][CH:11]=1)[CH2:5][CH2:6][CH2:7][CH2:8][CH3:9])=O.C(=O)([O-])[O-].[Na+].[Na+]. (4) Given the product [CH3:12][S:9][C:7]([N:5]1[CH2:6][C:2]([CH3:10])([CH3:1])[CH:3]=[N:4]1)=[NH:8], predict the reactants needed to synthesize it. The reactants are: [CH3:1][C:2]1([CH3:10])[CH2:6][N:5]([C:7](=[S:9])[NH2:8])[N:4]=[CH:3]1.I[CH3:12]. (5) Given the product [OH:3][C:1]([C:4]1[C:20]([O:21][CH2:22][C@@H:23]([N:28]2[C:29](=[O:38])[C:30]3[C:35](=[CH:34][CH:33]=[CH:32][CH:31]=3)[C:36]2=[O:37])[CH2:24][CH:25]([CH3:27])[CH3:26])=[CH:19][C:7]2[N:8]([CH3:18])[C:9](=[O:17])[C:10]3[C:15]([C:6]=2[CH:5]=1)=[CH:14][CH:13]=[N:12][C:11]=3[CH3:16])([CH3:39])[CH3:2], predict the reactants needed to synthesize it. The reactants are: [C:1]([C:4]1[C:20]([O:21][CH2:22][C@@H:23]([N:28]2[C:36](=[O:37])[C:35]3[C:30](=[CH:31][CH:32]=[CH:33][CH:34]=3)[C:29]2=[O:38])[CH2:24][CH:25]([CH3:27])[CH3:26])=[CH:19][C:7]2[N:8]([CH3:18])[C:9](=[O:17])[C:10]3[C:15]([C:6]=2[CH:5]=1)=[CH:14][CH:13]=[N:12][C:11]=3[CH3:16])(=[O:3])[CH3:2].[CH3:39][Mg]Br. (6) Given the product [NH2:28][C:17]1[C:18](=[N:19][NH:20][C:21]2[CH:26]=[CH:25][CH:24]=[C:23]([F:27])[CH:22]=2)[C:14]([CH2:13][NH:12][C:11]([CH2:10][N:6]2[CH2:7][CH2:8][CH2:9][CH:5]2[C:3]([OH:4])=[O:2])=[O:29])=[N:15][N:16]=1, predict the reactants needed to synthesize it. The reactants are: C[O:2][C:3]([CH:5]1[CH2:9][CH2:8][CH2:7][N:6]1[CH2:10][C:11](=[O:29])[NH:12][CH2:13][C:14]1[C:18](=[N:19][NH:20][C:21]2[CH:26]=[CH:25][CH:24]=[C:23]([F:27])[CH:22]=2)[C:17]([NH2:28])=[N:16][N:15]=1)=[O:4].[OH-].[K+].